The task is: Regression/Classification. Given a drug SMILES string, predict its absorption, distribution, metabolism, or excretion properties. Task type varies by dataset: regression for continuous measurements (e.g., permeability, clearance, half-life) or binary classification for categorical outcomes (e.g., BBB penetration, CYP inhibition). For this dataset (b3db_regression), we predict Y.. This data is from Blood-brain barrier permeability regression values from the B3DB database. (1) The compound is C1C[C@@H](O[C@@H]1CO)N2C=NC3=C2N=CNC3=O. The Y is -1.30 log(BB ratio). (2) The molecule is CC(C)C(CCCNCCC1=CC(=C(C=C1)OC)OC)(C#N)C2=CC(=C(C=C2)OC)OC. The Y is -0.640 log(BB ratio).